From a dataset of Full USPTO retrosynthesis dataset with 1.9M reactions from patents (1976-2016). Predict the reactants needed to synthesize the given product. Given the product [F:34][C:3]([F:2])([F:33])[C:4]1[CH:28]=[C:27]([C:29]([F:31])([F:32])[F:30])[CH:26]=[CH:25][C:5]=1[CH2:6][N:7]1[CH2:12][CH2:11][CH:10](/[CH:13]=[C:14]2/[C:15]([NH:20][CH2:21][C:22]([NH:44][CH2:45][C:46]([OH:48])([CH3:49])[CH3:47])=[O:23])=[N:16][C:17](=[O:19])[S:18]/2)[CH2:9][CH2:8]1, predict the reactants needed to synthesize it. The reactants are: Cl.[F:2][C:3]([F:34])([F:33])[C:4]1[CH:28]=[C:27]([C:29]([F:32])([F:31])[F:30])[CH:26]=[CH:25][C:5]=1[CH2:6][N:7]1[CH2:12][CH2:11][CH:10](/[CH:13]=[C:14]2/[C:15]([NH:20][CH2:21][C:22](O)=[O:23])=[N:16][C:17](=[O:19])[S:18]/2)[CH2:9][CH2:8]1.C(N(C(C)C)C(C)C)C.[NH2:44][CH2:45][C:46]([CH3:49])([OH:48])[CH3:47].F[P-](F)(F)(F)(F)F.N1(OC(N(C)C)=[N+](C)C)C2N=CC=CC=2N=N1.